Dataset: Experimentally validated miRNA-target interactions with 360,000+ pairs, plus equal number of negative samples. Task: Binary Classification. Given a miRNA mature sequence and a target amino acid sequence, predict their likelihood of interaction. (1) The miRNA is dme-miR-124-3p with sequence UAAGGCACGCGGUGAAUGCCAAG. The protein sequence of the target gene is MEDEFFGEKSFQHYCAEFIRHSQQIGDGWEWRTAKECSDGYMCKTQFRIKNEASTPHVGTPASVLTCLPTEENLELPMDDSEVTRPAAVAEVIKHEYHVLYSCSYQVPVLYFRASFLDGRPLALEDIWEGVHECYKPRLLQGPWDTITQQEHPILGQPFFVLHPCKTNEFMTAVLKNSQKINRNVNYITSWLSLVGPVVGLNLPLSYAKATSQSE. Result: 0 (no interaction). (2) The miRNA is hsa-miR-4322 with sequence CUGUGGGCUCAGCGCGUGGGG. The protein sequence of the target gene is MKLLENSSFEAINSQLTVETGDAHIIGRIESYSCKMAGDDKHMFKQFCQEGQPHVLEALSPPQTSGLSPSRLSKSQGGEEEGPLSDKCSRKTLFYLIATLNESFRPDYDFSTARSHEFSREPSLSWVVNAVNCSLFSAVREDFKDLKPQLWNAVDEEICLAECDIYSYNPDLDSDPFGEDGSLWSFNYFFYNKRLKRIVFFSCRSISGSTYTPSEAGNELDMELGEEEVEEESRSGGSGAEETSTMEEDRVPVICI. Result: 0 (no interaction). (3) The miRNA is cel-miR-40-3p with sequence UCACCGGGUGUACAUCAGCUAA. The protein sequence of the target gene is MDADKEKDLQKFLKNVDEISNLIQEMNSDDPVVQQKAVLETEKRLLLMEEDQEEDECRTTLNKTMISPPQTAMKSAEEINSEAFLASVEKDAKERAKRRRENKVLADALKEKGNEAFAEGNYETAILRYSEGLEKLKDMKVLYTNRAQAYMKLEDYEKALVDCEWALKCDEKCTKAYFHMGKANLALKNYSVSRECYKKILEINPKLQTQVKGYLNQVDLQEKADLQEKEAHELLDSGKNTAVTTKNLLETLSKPDQIPLFYAGGIEILTEMINECTEQTLFRMHNGFSIISDNEVIRRC.... Result: 0 (no interaction).